Dataset: Forward reaction prediction with 1.9M reactions from USPTO patents (1976-2016). Task: Predict the product of the given reaction. (1) Given the reactants [C:1]([C:9]1[CH:17]=[C:16]([Br:18])[CH:15]=[CH:14][C:10]=1[C:11]([OH:13])=O)(=[O:8])[C:2]1[CH:7]=[CH:6][CH:5]=[CH:4][CH:3]=1.[CH3:19][S:20]([C:23]1[CH:37]=[CH:36][C:26]([CH2:27][NH:28][CH2:29][CH:30]([OH:35])[CH2:31][CH2:32][CH2:33][CH3:34])=[CH:25][CH:24]=1)(=[O:22])=[O:21].Cl.C(N=C=NCCCN(C)C)C.O.ON1C2C=CC=CC=2N=N1, predict the reaction product. The product is: [C:1]([C:9]1[CH:17]=[C:16]([Br:18])[CH:15]=[CH:14][C:10]=1[C:11]([N:28]([CH2:29][CH:30]([OH:35])[CH2:31][CH2:32][CH2:33][CH3:34])[CH2:27][C:26]1[CH:25]=[CH:24][C:23]([S:20]([CH3:19])(=[O:22])=[O:21])=[CH:37][CH:36]=1)=[O:13])(=[O:8])[C:2]1[CH:3]=[CH:4][CH:5]=[CH:6][CH:7]=1. (2) Given the reactants [C:1]1(C2C3C(=C4C(=CC=3)C(C3C=CC=CC=3)=CC=N4)N=CC=2)C=CC=C[CH:2]=1.C(OCCCC)=C.[CH2:34]([O:36][C:37]([C:39]1[C:40]([CH3:52])=[N:41][N:42]([C:44]2[C:49]([CH2:50][OH:51])=[CH:48][CH:47]=[CH:46][N:45]=2)[CH:43]=1)=[O:38])[CH3:35], predict the reaction product. The product is: [CH3:52][C:40]1[C:39]([C:37]([O:36][CH2:34][CH3:35])=[O:38])=[CH:43][N:42]([C:44]2[C:49]([CH2:50][O:51][CH:1]=[CH2:2])=[CH:48][CH:47]=[CH:46][N:45]=2)[N:41]=1. (3) Given the reactants [Cl:1][C:2]1[CH:3]=[C:4]([CH:18]=[C:19]([Cl:21])[CH:20]=1)[O:5][C:6]1[C:7]([CH2:16][CH3:17])=[N:8][N:9]2[CH2:14][CH2:13][NH:12][C:11](=[O:15])[C:10]=12.[C:33]([O:32][C:30](O[C:30]([O:32][C:33]([CH3:36])([CH3:35])[CH3:34])=[O:31])=[O:31])([CH3:36])([CH3:35])[CH3:34].C(=O)([O-])O.[Na+].C(N(CC)CC)C.C(OC(Cl)=O)(C)C.[BH4-].[Na+], predict the reaction product. The product is: [Cl:1][C:2]1[CH:3]=[C:4]([CH:18]=[C:19]([Cl:21])[CH:20]=1)[O:5][C:6]1[C:7]([CH2:16][CH3:17])=[N:8][N:9]([CH2:14][CH2:13][NH:12][C:30](=[O:31])[O:32][C:33]([CH3:34])([CH3:35])[CH3:36])[C:10]=1[CH2:11][OH:15]. (4) Given the reactants [NH:1]1[C:9]2[C:4](=[CH:5][CH:6]=[CH:7][CH:8]=2)[C:3]([C:10]([O:12][CH2:13][C:14]23C[CH2:20][N:17]([CH2:18][CH2:19]2)[CH2:16][CH2:15]3)=[O:11])=[CH:2]1.N12CC([CH2:29][OH:30])(CC1)CC2, predict the reaction product. The product is: [CH3:29][O:30][C:6]1[CH:5]=[C:4]2[C:9](=[CH:8][CH:7]=1)[NH:1][CH:2]=[C:3]2[C:10]([O:12][CH2:13][C:14]12[CH2:20][N:17]([CH2:16][CH2:15]1)[CH2:18][CH2:19]2)=[O:11].